Dataset: Reaction yield outcomes from USPTO patents with 853,638 reactions. Task: Predict the reaction yield, written as a fraction of the theoretical maximum amount of product (1.0 means a 100% yield; for example, 0.34 means a 34% yield). (1) The reactants are [CH3:1][N:2]([CH3:32])[CH2:3][CH2:4][O:5][C:6]1[CH:15]=[CH:14][CH:13]=[C:12]2[C:7]=1[C:8]([NH:16][C:17]1[CH:22]=[CH:21][C:20]([O:23][CH2:24][C:25]3[CH:30]=[CH:29][CH:28]=C[N:26]=3)=[C:19]([CH3:31])[CH:18]=1)=[N:9][CH:10]=[N:11]2.ClCC1C=C(C)[O:37]N=1. The product is [CH3:1][N:2]([CH3:32])[CH2:3][CH2:4][O:5][C:6]1[CH:15]=[CH:14][CH:13]=[C:12]2[C:7]=1[C:8]([NH:16][C:17]1[CH:22]=[CH:21][C:20]([O:23][CH2:24][C:25]3[CH:30]=[C:29]([CH3:28])[O:37][N:26]=3)=[C:19]([CH3:31])[CH:18]=1)=[N:9][CH:10]=[N:11]2. No catalyst specified. The yield is 0.610. (2) The reactants are [CH:1]([O:4][C:5]1[CH:9]=[C:8]([C:10]([O:12][CH3:13])=[O:11])[NH:7][N:6]=1)([CH3:3])[CH3:2].[Cl:14][C:15]1[CH:22]=[C:21]([Cl:23])[CH:20]=[CH:19][C:16]=1[CH2:17]Cl.C(=O)([O-])[O-].[K+].[K+].CN(C)C=O. The catalyst is O. The product is [Cl:14][C:15]1[CH:22]=[C:21]([Cl:23])[CH:20]=[CH:19][C:16]=1[CH2:17][N:7]1[C:8]([C:10]([O:12][CH3:13])=[O:11])=[CH:9][C:5]([O:4][CH:1]([CH3:3])[CH3:2])=[N:6]1. The yield is 0.660.